Dataset: Peptide-MHC class I binding affinity with 185,985 pairs from IEDB/IMGT. Task: Regression. Given a peptide amino acid sequence and an MHC pseudo amino acid sequence, predict their binding affinity value. This is MHC class I binding data. (1) The peptide sequence is DSDPMDGCE. The MHC is HLA-A26:01 with pseudo-sequence HLA-A26:01. The binding affinity (normalized) is 0.0847. (2) The peptide sequence is MLHHYGIHY. The MHC is HLA-A24:03 with pseudo-sequence HLA-A24:03. The binding affinity (normalized) is 0.0847. (3) The peptide sequence is DTQGSNWIQK. The MHC is HLA-A32:01 with pseudo-sequence HLA-A32:01. The binding affinity (normalized) is 0.483.